Dataset: Forward reaction prediction with 1.9M reactions from USPTO patents (1976-2016). Task: Predict the product of the given reaction. Given the reactants C(N[C:9](=[O:37])[CH:10]([CH:31]1[CH2:36][CH2:35][CH2:34][CH2:33][CH2:32]1)[N:11]1[C:15]2[CH:16]=[C:17]([F:21])[C:18]([F:20])=[CH:19][C:14]=2[N:13]=[C:12]1[C@@H:22]([O:29][CH3:30])[C:23]1[CH:28]=[CH:27][CH:26]=[CH:25][CH:24]=1)C1C=CC=CC=1.C([O:42]C(OC(OC(C)(C)C)=O)=O)(C)(C)C.O.[OH-].[Li+].Cl, predict the reaction product. The product is: [CH:31]1([CH:10]([N:11]2[C:15]3[CH:16]=[C:17]([F:21])[C:18]([F:20])=[CH:19][C:14]=3[N:13]=[C:12]2[C@@H:22]([O:29][CH3:30])[C:23]2[CH:24]=[CH:25][CH:26]=[CH:27][CH:28]=2)[C:9]([OH:42])=[O:37])[CH2:36][CH2:35][CH2:34][CH2:33][CH2:32]1.